This data is from Catalyst prediction with 721,799 reactions and 888 catalyst types from USPTO. The task is: Predict which catalyst facilitates the given reaction. (1) Reactant: [CH2:1]([C:3]([C:13]1[C:21]2[C:16](=[C:17]([CH:22]=[O:23])[CH:18]=[CH:19][CH:20]=2)[NH:15][CH:14]=1)([C:6]1[CH:11]=[CH:10][C:9]([F:12])=[CH:8][CH:7]=1)[CH2:4][CH3:5])[CH3:2].[BH4-].[Na+].O.C(OCC)(=O)C. Product: [CH2:1]([C:3]([C:13]1[C:21]2[C:16](=[C:17]([CH2:22][OH:23])[CH:18]=[CH:19][CH:20]=2)[NH:15][CH:14]=1)([C:6]1[CH:7]=[CH:8][C:9]([F:12])=[CH:10][CH:11]=1)[CH2:4][CH3:5])[CH3:2]. The catalyst class is: 111. (2) Reactant: I[CH:2]([CH3:4])[CH3:3].[C:5]([O:9][C:10]([C:12]1[CH:22]=[C:21]([OH:23])[C:15]2[CH2:16][CH:17]([CH2:19][OH:20])[O:18][C:14]=2[CH:13]=1)=[O:11])([CH3:8])([CH3:7])[CH3:6].C([O-])([O-])=O.[K+].[K+]. The catalyst class is: 3. Product: [C:5]([O:9][C:10]([C:12]1[CH:22]=[C:21]([O:23][CH:2]([CH3:4])[CH3:3])[C:15]2[CH2:16][CH:17]([CH2:19][OH:20])[O:18][C:14]=2[CH:13]=1)=[O:11])([CH3:8])([CH3:6])[CH3:7].